Predict the reaction yield, written as a fraction of the theoretical maximum amount of product (1.0 means a 100% yield; for example, 0.34 means a 34% yield). From a dataset of Reaction yield outcomes from USPTO patents with 853,638 reactions. (1) The reactants are O[CH2:2][CH:3]([C:10]1[C:15]([CH3:16])=[CH:14][C:13]([CH3:17])=[C:12]([CH3:18])[C:11]=1[OH:19])[C:4]1[CH:9]=[CH:8][CH:7]=[CH:6][CH:5]=1. The catalyst is CO. The product is [CH3:16][C:15]1[C:10]2[CH:3]([C:4]3[CH:5]=[CH:6][CH:7]=[CH:8][CH:9]=3)[CH2:2][O:19][C:11]=2[C:12]([CH3:18])=[C:13]([CH3:17])[CH:14]=1. The yield is 0.950. (2) The catalyst is O1CCCC1. The reactants are [C@@H:1]1([NH2:8])[CH2:6][CH2:5][CH2:4][CH2:3][C@H:2]1[NH2:7].[Cl:9][C:10]1[N:15]=[C:14](Cl)[C:13]([Cl:17])=[CH:12][N:11]=1.C(N(CC)CC)C.[F:25][C:26]([F:37])([F:36])[C:27](O[C:27](=[O:28])[C:26]([F:37])([F:36])[F:25])=[O:28]. The product is [Cl:9][C:10]1[N:15]=[C:14]([NH:7][C@@H:2]2[CH2:3][CH2:4][CH2:5][CH2:6][C@H:1]2[NH:8][C:27](=[O:28])[C:26]([F:37])([F:36])[F:25])[C:13]([Cl:17])=[CH:12][N:11]=1. The yield is 0.0700. (3) The reactants are [C:1]([C:5]1[CH:9]=[C:8]([NH2:10])[N:7]([C:11]2[CH:16]=[CH:15][CH:14]=[CH:13][CH:12]=2)[N:6]=1)([CH3:4])([CH3:3])[CH3:2].Cl[C:18]([O:20][C:21]1[CH:26]=[CH:25][CH:24]=[CH:23][CH:22]=1)=[O:19].C([O-])([O-])=O.[K+].[K+]. The catalyst is C1COCC1. The product is [C:1]([C:5]1[CH:9]=[C:8]([NH:10][C:18](=[O:19])[O:20][C:21]2[CH:26]=[CH:25][CH:24]=[CH:23][CH:22]=2)[N:7]([C:11]2[CH:16]=[CH:15][CH:14]=[CH:13][CH:12]=2)[N:6]=1)([CH3:4])([CH3:2])[CH3:3]. The yield is 0.420.